From a dataset of Catalyst prediction with 721,799 reactions and 888 catalyst types from USPTO. Predict which catalyst facilitates the given reaction. (1) Reactant: [OH:1][C:2]1[CH:3]=[C:4]2[C:8](=[CH:9][C:10]=1[O:11][CH3:12])[C:7](=[O:13])[CH2:6][CH2:5]2.Cl[CH2:15][CH:16]1[CH2:20][O:19][C:18]([CH3:22])([CH3:21])[O:17]1.C(=O)([O-])[O-].[K+].[K+].CN(C=O)C. Product: [CH3:21][C:18]1([CH3:22])[O:17][CH:16]([CH2:15][O:1][C:2]2[CH:3]=[C:4]3[C:8](=[CH:9][C:10]=2[O:11][CH3:12])[C:7](=[O:13])[CH2:6][CH2:5]3)[CH2:20][O:19]1. The catalyst class is: 6. (2) Reactant: ClCCl.[CH3:4][C@@:5]1([OH:32])[C@H:10]([O:11][C:12]([C:14]2[CH:19]=[CH:18][C:17]([CH3:20])=[CH:16][CH:15]=2)=[O:13])[C@@H:9]([CH2:21][O:22][C:23]([C:25]2[CH:30]=[CH:29][C:28]([CH3:31])=[CH:27][CH:26]=2)=[O:24])[O:8][CH:6]1O.CS(Cl)(=O)=O. Product: [C:28]1([CH3:31])[CH:29]=[CH:30][C:25]([C:23]([O:22][C@@H:21]2[C@@H:9]([CH2:10][O:11][C:12]([C:14]3[CH:15]=[CH:16][C:17]([CH3:20])=[CH:18][CH:19]=3)=[O:13])[O:8][C@@H:6]3[O:32][C@:5]23[CH3:4])=[O:24])=[CH:26][CH:27]=1. The catalyst class is: 66.